Dataset: Forward reaction prediction with 1.9M reactions from USPTO patents (1976-2016). Task: Predict the product of the given reaction. (1) Given the reactants [C:1]([O:5][C:6]([NH:8][C@H:9]([C:14]([OH:16])=O)[CH2:10][CH:11]([CH3:13])C)=[O:7])([CH3:4])([CH3:3])C.[F:17][C:18]([F:35])([F:34])[C:19]1[CH:20]=[CH:21][C:22]([N:25]2[CH2:29][C@@H:28]3[C@@H:30]([NH2:33])[CH2:31][CH2:32][C@@H:27]3[CH2:26]2)=[N:23][CH:24]=1.C(N1C[C@@H]2[C@@H](N)CC[C@@H]2C1)C1C=CC=CC=1, predict the reaction product. The product is: [O:16]=[C:14]([NH:33][C@@H:30]1[C@@H:28]2[C@@H:27]([CH2:26][N:25]([C:22]3[CH:21]=[CH:20][C:19]([C:18]([F:35])([F:34])[F:17])=[CH:24][N:23]=3)[CH2:29]2)[CH2:32][CH2:31]1)[C@@H:9]([NH:8][C:6](=[O:7])[O:5][CH:1]([CH3:3])[CH3:4])[CH2:10][CH2:11][CH3:13]. (2) Given the reactants [F:1][C:2]([F:26])([F:25])[O:3][C:4]1[CH:9]=[CH:8][C:7]([N:10]2[C:18]3[CH2:17][CH2:16][C:15]4[CH:19]=[C:20]([CH:23]=O)[CH:21]=[CH:22][C:14]=4[C:13]=3[CH:12]=[N:11]2)=[CH:6][CH:5]=1.[CH3:27][C:28]1[CH:33]=[CH:32][CH:31]=[C:30]([CH3:34])[C:29]=1[NH:35][C:36]([NH:38][NH2:39])=[S:37], predict the reaction product. The product is: [CH3:34][C:30]1[CH:31]=[CH:32][CH:33]=[C:28]([CH3:27])[C:29]=1[NH:35][C:36]([NH:38]/[N:39]=[CH:23]/[C:20]1[CH:21]=[CH:22][C:14]2[C:13]3[CH:12]=[N:11][N:10]([C:7]4[CH:8]=[CH:9][C:4]([O:3][C:2]([F:26])([F:25])[F:1])=[CH:5][CH:6]=4)[C:18]=3[CH2:17][CH2:16][C:15]=2[CH:19]=1)=[S:37].